Dataset: Forward reaction prediction with 1.9M reactions from USPTO patents (1976-2016). Task: Predict the product of the given reaction. (1) Given the reactants [CH2:1]([O:3][C:4](=[O:12])[C:5]1[CH:10]=[CH:9][C:8](Br)=[CH:7][CH:6]=1)[CH3:2].[CH3:13][C:14]1[CH:15]=[C:16](B(O)O)[CH:17]=[CH:18][CH:19]=1.C(=O)([O-])[O-].[Na+].[Na+], predict the reaction product. The product is: [CH2:1]([O:3][C:4]([C:5]1[CH:10]=[CH:9][C:8]([C:18]2[CH:17]=[CH:16][CH:15]=[C:14]([CH3:13])[CH:19]=2)=[CH:7][CH:6]=1)=[O:12])[CH3:2]. (2) Given the reactants [OH:1][CH2:2][C@H:3]1[CH2:8][CH2:7][C@H:6]([N:9]2[C:14]3[C:15]4[CH:21]=[CH:20][N:19]([CH2:22][O:23][CH2:24][CH2:25][Si:26]([CH3:29])([CH3:28])[CH3:27])[C:16]=4[N:17]=[CH:18][C:13]=3[C:12](=[O:30])[N:11]([CH3:31])[CH2:10]2)[CH2:5][CH2:4]1.I(C1C=CC=CC=1C(O)=O)(=O)=O.S([O-])([O-])(=O)=S.[Na+].[Na+].C(=O)([O-])O.[Na+], predict the reaction product. The product is: [CH3:31][N:11]1[C:12](=[O:30])[C:13]2[CH:18]=[N:17][C:16]3[N:19]([CH2:22][O:23][CH2:24][CH2:25][Si:26]([CH3:29])([CH3:27])[CH3:28])[CH:20]=[CH:21][C:15]=3[C:14]=2[N:9]([C@H:6]2[CH2:5][CH2:4][C@H:3]([CH:2]=[O:1])[CH2:8][CH2:7]2)[CH2:10]1. (3) Given the reactants [C:1]1([CH3:11])[CH:6]=[CH:5][C:4](S(O)(=O)=O)=[CH:3][CH:2]=1.CN1[C@@H]2CC3C=CC(OC)=[C:22]4[O:23][C@H:24]5[C:25](C=C[C@@H]2[C@:16]5(C=34)[CH2:15]C1)=[O:26].CN1[C@@H]2CC3C=C[C:45]([O:48][CH3:49])=[C:44]4O[C@H]5C(CC[C@@H]2[C@]5([C:43]=34)CC1)=O.[CH3:56][N:57]1[C@@H]2CC3C=CC(OC)=C4O[C@H]5C(OC)=CC=C2[C@]5(C=34)[CH2:59][CH2:58]1.CN1C(CC2C=CC(OC)=C(O)C=2)C2C=C(O)C(OC)=CC=2CC1.CN1[C@@H]2CC3C=CC(OC)=C(O)C=3[C@@]3(C2=CC(=O)C(OC)=C3)CC1.CN1[C@@H]2CC3C=CC(OC)=C(O)C=3[C@@]3(C2=C[C@H](O)C(OC)=C3)CC1.CN1[C@@H]2CC3C=CC(O)=C4O[C@H]5C(OC)=CC=C2[C@]5(C=34)CC1.CN1[C@@H]2CC3C=CC(OC)=C4O[C@H]5[C@@H](O)C=C[C@@H]2[C@]5(C=34)CC1.C1C2C[C@H]3N(CC[C@@]45[C@H]3C=C[C@H](O)[C@@H]4OC(C=25)=C(O)C=1)C.[K], predict the reaction product. The product is: [CH3:56][N:57]1[C@@H:3]2[CH2:4][C:5]3[CH:15]=[CH:16][C:24]([O:23][CH3:22])=[C:25]4[O:26][C@H:11]5[C@@H:45]([O:48][CH3:49])[CH:44]=[CH:43][C@@H:2]2[C@:1]5([C:6]=34)[CH2:59][CH2:58]1. (4) Given the reactants [OH-].[Li+].[CH2:3]([O:7][C:8]1[CH:9]=[C:10]([CH2:30][CH2:31][C:32]([O:34]C)=[O:33])[CH:11]=[CH:12][C:13]=1[CH2:14][CH2:15][CH2:16][C:17]1[CH:22]=[CH:21][C:20]([O:23][CH2:24][CH2:25][CH2:26][CH3:27])=[C:19]([O:28][CH3:29])[CH:18]=1)[CH2:4][CH2:5][CH3:6], predict the reaction product. The product is: [CH2:3]([O:7][C:8]1[CH:9]=[C:10]([CH2:30][CH2:31][C:32]([OH:34])=[O:33])[CH:11]=[CH:12][C:13]=1[CH2:14][CH2:15][CH2:16][C:17]1[CH:22]=[CH:21][C:20]([O:23][CH2:24][CH2:25][CH2:26][CH3:27])=[C:19]([O:28][CH3:29])[CH:18]=1)[CH2:4][CH2:5][CH3:6]. (5) Given the reactants CON(C)[C:4]([C:6]1[N:7]=[CH:8][N:9]([C:11]2[CH:12]=[C:13]([C:17]3[CH:22]=[CH:21][CH:20]=[CH:19][C:18]=3[C:23]#[N:24])[CH:14]=[CH:15][CH:16]=2)[CH:10]=1)=[O:5].Br[C:27]1[CH:32]=[CH:31][CH:30]=[CH:29][N:28]=1, predict the reaction product. The product is: [N:28]1[CH:29]=[CH:30][CH:31]=[CH:32][C:27]=1[C:4]([C:6]1[N:7]=[CH:8][N:9]([C:11]2[CH:12]=[C:13]([C:17]3[C:18]([C:23]#[N:24])=[CH:19][CH:20]=[CH:21][CH:22]=3)[CH:14]=[CH:15][CH:16]=2)[CH:10]=1)=[O:5].